Dataset: Forward reaction prediction with 1.9M reactions from USPTO patents (1976-2016). Task: Predict the product of the given reaction. (1) Given the reactants [F:1][C:2]1[CH:3]=[C:4]([CH:6]=[CH:7][C:8]=1[O:9][C:10]1[C:19]2[C:14](=[CH:15][C:16]([O:22][CH2:23][CH2:24][CH2:25][N:26]3[CH2:31][CH2:30][O:29][CH2:28][CH2:27]3)=[C:17]([O:20][CH3:21])[CH:18]=2)[N:13]=[CH:12][CH:11]=1)[NH2:5].[CH3:32][N:33]1[CH2:37][CH2:36][CH:35]([C:38](O)=[O:39])[C:34]1=[O:41].Cl.C(N=C=NCCCN(C)C)C.N1(O)C2C=CC=CC=2N=N1.C(N(C(C)C)C(C)C)C, predict the reaction product. The product is: [F:1][C:2]1[CH:3]=[C:4]([NH:5][C:38]([CH:35]2[CH2:36][CH2:37][N:33]([CH3:32])[C:34]2=[O:41])=[O:39])[CH:6]=[CH:7][C:8]=1[O:9][C:10]1[C:19]2[C:14](=[CH:15][C:16]([O:22][CH2:23][CH2:24][CH2:25][N:26]3[CH2:31][CH2:30][O:29][CH2:28][CH2:27]3)=[C:17]([O:20][CH3:21])[CH:18]=2)[N:13]=[CH:12][CH:11]=1. (2) Given the reactants CC([N:4]1[C:12]2[C:7](=[CH:8][CH:9]=[CH:10][CH:11]=2)[C:6]([O:13]C(C)=O)=[CH:5]1)=O.[OH-].[Na+].O.C(O)(=O)CC(CC(O)=O)(C(O)=O)O.[Na+].[Cl-], predict the reaction product. The product is: [OH:13][C:6]1[C:7]2[C:12](=[CH:11][CH:10]=[CH:9][CH:8]=2)[NH:4][CH:5]=1. (3) The product is: [F:16][C:17]1[CH:18]=[C:19]([C:23]2[CH:28]=[CH:27][CH:26]=[CH:25][C:24]=2[C:29]([N:12]2[CH2:13][CH:14]3[CH:10]([CH2:9][N:8]([C:4]4[N:3]=[C:2]([CH3:1])[CH:7]=[CH:6][N:5]=4)[CH2:15]3)[CH2:11]2)=[O:30])[CH:20]=[CH:21][CH:22]=1. Given the reactants [CH3:1][C:2]1[CH:7]=[CH:6][N:5]=[C:4]([N:8]2[CH2:15][CH:14]3[CH:10]([CH2:11][NH:12][CH2:13]3)[CH2:9]2)[N:3]=1.[F:16][C:17]1[CH:18]=[C:19]([C:23]2[C:24]([C:29](O)=[O:30])=[CH:25][CH:26]=[CH:27][CH:28]=2)[CH:20]=[CH:21][CH:22]=1, predict the reaction product. (4) Given the reactants [Cl:1][CH2:2][C:3]1[N:7]([C:8]2[CH:15]=[CH:14][C:11]([C:12]#[N:13])=[C:10]([C:16]([F:19])([F:18])[F:17])[CH:9]=2)[N:6]=[N:5][N:4]=1.Cl.[CH:21]12[NH:28][CH:25]([CH2:26][CH2:27]1)[CH2:24][O:23][CH2:22]2.C(N(C(C)C)CC)(C)C, predict the reaction product. The product is: [ClH:1].[CH:25]12[N:28]([CH2:2][C:3]3[N:7]([C:8]4[CH:15]=[CH:14][C:11]([C:12]#[N:13])=[C:10]([C:16]([F:19])([F:18])[F:17])[CH:9]=4)[N:6]=[N:5][N:4]=3)[CH:21]([CH2:27][CH2:26]1)[CH2:22][O:23][CH2:24]2. (5) Given the reactants [ClH:1].Cl.[NH2:3][C:4]1[CH:23]=[CH:22][C:7]2[CH:8]=[C:9]([C:11]([NH:13][C@@H:14]3[CH:19]4[CH2:20][CH2:21][N:16]([CH2:17][CH2:18]4)[CH2:15]3)=[O:12])[S:10][C:6]=2[CH:5]=1.C(N(CC)CC)C.[CH3:31][O:32][C:33]1[CH:34]=[C:35]([N:43]=[C:44]=[O:45])[CH:36]=[C:37]([O:41][CH3:42])[C:38]=1[O:39][CH3:40], predict the reaction product. The product is: [ClH:1].[N:16]12[CH2:21][CH2:20][CH:19]([CH2:18][CH2:17]1)[C@@H:14]([NH:13][C:11]([C:9]1[S:10][C:6]3[CH:5]=[C:4]([NH:3][C:44]([NH:43][C:35]4[CH:34]=[C:33]([O:32][CH3:31])[C:38]([O:39][CH3:40])=[C:37]([O:41][CH3:42])[CH:36]=4)=[O:45])[CH:23]=[CH:22][C:7]=3[CH:8]=1)=[O:12])[CH2:15]2. (6) Given the reactants [F:1][C:2]1[CH:3]=[CH:4][C:5]([O:8][CH:9]([CH3:20])[C:10]([O:12][CH2:13][C:14]2[CH:19]=[CH:18][CH:17]=[CH:16][CH:15]=2)=[O:11])=[N:6][CH:7]=1.CI.[CH3:23][Si](C)(C)[N-][Si](C)(C)C.[K+], predict the reaction product. The product is: [F:1][C:2]1[CH:3]=[CH:4][C:5]([O:8][C:9]([CH3:23])([CH3:20])[C:10]([O:12][CH2:13][C:14]2[CH:15]=[CH:16][CH:17]=[CH:18][CH:19]=2)=[O:11])=[N:6][CH:7]=1. (7) Given the reactants [CH3:1][C:2]1[O:6][C:5]([C:7]2[CH:12]=[CH:11][CH:10]=[CH:9][CH:8]=2)=[N:4][C:3]=1[CH2:13][CH2:14][C:15]([OH:17])=O.C(Cl)(=O)C(Cl)=O.[CH3:24][O:25][C:26](=[O:42])[C:27]([CH3:41])([O:34][C:35]1[CH:40]=[CH:39][CH:38]=[CH:37][CH:36]=1)[CH2:28][C:29]1[S:30][CH:31]=[CH:32][CH:33]=1.Cl[Sn](Cl)(Cl)Cl, predict the reaction product. The product is: [CH3:24][O:25][C:26](=[O:42])[C:27]([CH3:41])([O:34][C:35]1[CH:36]=[CH:37][CH:38]=[CH:39][CH:40]=1)[CH2:28][C:29]1[S:30][C:31]([C:15](=[O:17])[CH2:14][CH2:13][C:3]2[N:4]=[C:5]([C:7]3[CH:8]=[CH:9][CH:10]=[CH:11][CH:12]=3)[O:6][C:2]=2[CH3:1])=[CH:32][CH:33]=1. (8) Given the reactants [F:1][C:2]1[CH:7]=[CH:6][C:5]([N:8]2[C:16]3[C:11](=[CH:12][C:13]([O:17][C@H:18]([C:22]4[CH:27]=[CH:26][CH:25]=[C:24]([O:28][CH3:29])[CH:23]=4)[C@@H:19]([NH2:21])[CH3:20])=[CH:14][CH:15]=3)[CH:10]=[N:9]2)=[CH:4][CH:3]=1.[N:30]1[N:34]2[CH:35]=[CH:36][CH:37]=[CH:38][C:33]2=[CH:32][C:31]=1[C:39](O)=[O:40], predict the reaction product. The product is: [F:1][C:2]1[CH:3]=[CH:4][C:5]([N:8]2[C:16]3[C:11](=[CH:12][C:13]([O:17][C@H:18]([C:22]4[CH:27]=[CH:26][CH:25]=[C:24]([O:28][CH3:29])[CH:23]=4)[C@@H:19]([NH:21][C:39]([C:31]4[CH:32]=[C:33]5[N:34]([N:30]=4)[CH:35]=[CH:36][CH:37]=[CH:38]5)=[O:40])[CH3:20])=[CH:14][CH:15]=3)[CH:10]=[N:9]2)=[CH:6][CH:7]=1. (9) Given the reactants [Br:1][CH2:2][C:3]1[CH:11]=[CH:10][C:6]([C:7](Cl)=[O:8])=[CH:5][CH:4]=1.[CH2:12]([CH:14]([CH2:17][CH3:18])[CH2:15][OH:16])[CH3:13], predict the reaction product. The product is: [CH2:12]([CH:14]([CH2:17][CH3:18])[CH2:15][O:16][C:7](=[O:8])[C:6]1[CH:10]=[CH:11][C:3]([CH2:2][Br:1])=[CH:4][CH:5]=1)[CH3:13]. (10) Given the reactants [Li].C([N:9]1[C:14]2[CH:15]=[CH:16][CH:17]=[CH:18][C:13]=2[CH:12]=[CH:11][S:10]1(=[O:20])=[O:19])C1C=CC=CC=1.CCO.N, predict the reaction product. The product is: [NH:9]1[C:14]2[CH:15]=[CH:16][CH:17]=[CH:18][C:13]=2[CH2:12][CH2:11][S:10]1(=[O:19])=[O:20].